The task is: Predict the product of the given reaction.. This data is from Forward reaction prediction with 1.9M reactions from USPTO patents (1976-2016). Given the reactants Cl.[N+:2]([C:5]1[CH:13]=[CH:12][C:8]([CH2:9][CH2:10][NH2:11])=[CH:7][CH:6]=1)([O-:4])=[O:3].C(N(CC)CC)C.[C:21]([O:25][C:26](O[C:26]([O:25][C:21]([CH3:24])([CH3:23])[CH3:22])=[O:27])=[O:27])([CH3:24])([CH3:23])[CH3:22], predict the reaction product. The product is: [N+:2]([C:5]1[CH:6]=[CH:7][C:8]([CH2:9][CH2:10][NH:11][C:26](=[O:27])[O:25][C:21]([CH3:24])([CH3:23])[CH3:22])=[CH:12][CH:13]=1)([O-:4])=[O:3].